From a dataset of Peptide-MHC class I binding affinity with 185,985 pairs from IEDB/IMGT. Regression. Given a peptide amino acid sequence and an MHC pseudo amino acid sequence, predict their binding affinity value. This is MHC class I binding data. (1) The peptide sequence is EDIAMGYVV. The MHC is HLA-B45:01 with pseudo-sequence HLA-B45:01. The binding affinity (normalized) is 0.286. (2) The peptide sequence is RMLINRFTMK. The MHC is HLA-A11:01 with pseudo-sequence HLA-A11:01. The binding affinity (normalized) is 0.463.